This data is from Forward reaction prediction with 1.9M reactions from USPTO patents (1976-2016). The task is: Predict the product of the given reaction. (1) Given the reactants Br[C:2]1[CH:26]=[CH:25][C:5]2[N:6]=[C:7]([NH:9][C:10]([N:12]3[CH2:17][CH2:16][C:15](=[CH:18][C:19]4[CH:24]=[CH:23][CH:22]=[CH:21][N:20]=4)[CH2:14][CH2:13]3)=[O:11])[S:8][C:4]=2[CH:3]=1.[N:27]1[CH:32]=[CH:31][C:30](B(O)O)=[CH:29][CH:28]=1.C(=O)([O-])[O-].[Na+].[Na+].[Cl-].[NH4+], predict the reaction product. The product is: [N:27]1[CH:32]=[CH:31][C:30]([C:2]2[CH:26]=[CH:25][C:5]3[N:6]=[C:7]([NH:9][C:10]([N:12]4[CH2:17][CH2:16][C:15](=[CH:18][C:19]5[CH:24]=[CH:23][CH:22]=[CH:21][N:20]=5)[CH2:14][CH2:13]4)=[O:11])[S:8][C:4]=3[CH:3]=2)=[CH:29][CH:28]=1. (2) Given the reactants [NH:1]1[CH2:7][CH2:6][CH2:5][NH:4][CH2:3][CH2:2]1.Cl[C:9]1[CH:14]=[CH:13][C:12]([N+:15]([O-:17])=[O:16])=[CH:11][CH:10]=1, predict the reaction product. The product is: [N+:15]([C:12]1[CH:13]=[CH:14][C:9]([N:1]2[CH2:7][CH2:6][CH2:5][NH:4][CH2:3][CH2:2]2)=[CH:10][CH:11]=1)([O-:17])=[O:16]. (3) The product is: [NH2:6][CH:5]([C:4]([CH:1]1[CH2:3][CH2:2]1)=[O:8])[C:9]([O:11][CH3:12])=[O:10]. Given the reactants [CH:1]1([C:4]2[O:8]C=[N:6][C:5]=2[C:9]([O:11][CH3:12])=[O:10])[CH2:3][CH2:2]1.CC1C=CC(S(O)(=O)=O)=CC=1.O, predict the reaction product. (4) The product is: [Cl:9][C:10]1[C:11]([C:7]2[C:2]([NH2:1])=[N:3][CH:4]=[CH:5][CH:6]=2)=[CH:12][C:13]([C:16]2[CH:17]=[N:18][CH:19]=[CH:20][CH:21]=2)=[N:14][CH:15]=1. Given the reactants [NH2:1][C:2]1[C:7](I)=[CH:6][CH:5]=[CH:4][N:3]=1.[Cl:9][C:10]1[C:11]([Sn](C)(C)C)=[CH:12][C:13]([C:16]2[CH:17]=[N:18][CH:19]=[CH:20][CH:21]=2)=[N:14][CH:15]=1.O1CCOCC1.C(=O)([O-])O.[Na+], predict the reaction product. (5) Given the reactants Br[C:2]1[CH:3]=[C:4]([C:9]2([C:20]3[CH:25]=[CH:24][N:23]=[C:22]([O:26][CH3:27])[CH:21]=3)[C:17]3[C:12](=[C:13]([F:18])[CH:14]=[CH:15][CH:16]=3)[C:11]([NH2:19])=[N:10]2)[CH:5]=[CH:6][C:7]=1[F:8].[N:28]1[CH:33]=[C:32](B(O)O)[CH:31]=[N:30][CH:29]=1.C(=O)([O-])[O-].[K+].[K+], predict the reaction product. The product is: [F:18][C:13]1[CH:14]=[CH:15][CH:16]=[C:17]2[C:12]=1[C:11]([NH2:19])=[N:10][C:9]2([C:4]1[CH:5]=[CH:6][C:7]([F:8])=[C:2]([C:32]2[CH:33]=[N:28][CH:29]=[N:30][CH:31]=2)[CH:3]=1)[C:20]1[CH:25]=[CH:24][N:23]=[C:22]([O:26][CH3:27])[CH:21]=1. (6) Given the reactants [C:1]([C@@:3]1([CH:29]2[CH2:31][CH2:30]2)[CH2:7][CH2:6][N:5]([C:8]2[CH:13]=[CH:12][N:11]=[C:10]([NH:14][C:15]3[CH:19]=[C:18]([C:20]([O:22]C(C)(C)C)=[O:21])[N:17]([CH3:27])[N:16]=3)[CH:9]=2)[C:4]1=[O:28])#[N:2].C(OC(=O)C)C.[ClH:38], predict the reaction product. The product is: [ClH:38].[C:1]([C@@:3]1([CH:29]2[CH2:31][CH2:30]2)[CH2:7][CH2:6][N:5]([C:8]2[CH:13]=[CH:12][N:11]=[C:10]([NH:14][C:15]3[CH:19]=[C:18]([C:20]([OH:22])=[O:21])[N:17]([CH3:27])[N:16]=3)[CH:9]=2)[C:4]1=[O:28])#[N:2]. (7) Given the reactants Br[C:2]1[CH:7]=[CH:6][C:5]([C:8]2[C:9](=[O:17])[NH:10][C:11]3([CH2:16][CH2:15][CH2:14][CH2:13]3)[N:12]=2)=[CH:4][CH:3]=1.[CH3:18][C:19]([CH3:22])([O-])C.[K+].[NH:24]1[CH:28]=[CH:27]N=C1.CO.C(Cl)Cl.C[N:35](C=O)C, predict the reaction product. The product is: [CH3:27][C:28]1[N:24]([C:2]2[CH:7]=[CH:6][C:5]([C:8]3[C:9](=[O:17])[NH:10][C:11]4([CH2:16][CH2:15][CH2:14][CH2:13]4)[N:12]=3)=[CH:4][CH:3]=2)[CH:18]=[C:19]([CH3:22])[N:35]=1. (8) Given the reactants [S:1]1[C:6]2[CH:7]=[CH:8][CH:9]=[CH:10][C:5]=2[N:4]([CH2:11][CH2:12][O:13][C:14]2[CH:19]=[CH:18][C:17]([CH2:20][CH:21]([O:25][CH2:26][CH3:27])[C:22](O)=[O:23])=[CH:16][CH:15]=2)[CH2:3][CH2:2]1.[CH2:28]([N:30](CC)CC)C.C(Cl)(=O)C(C)(C)C.CN, predict the reaction product. The product is: [CH3:28][NH:30][C:22](=[O:23])[CH:21]([O:25][CH2:26][CH3:27])[CH2:20][C:17]1[CH:18]=[CH:19][C:14]([O:13][CH2:12][CH2:11][N:4]2[C:5]3[CH:10]=[CH:9][CH:8]=[CH:7][C:6]=3[S:1][CH2:2][CH2:3]2)=[CH:15][CH:16]=1.